Dataset: Forward reaction prediction with 1.9M reactions from USPTO patents (1976-2016). Task: Predict the product of the given reaction. (1) Given the reactants [OH:1][C:2]1[CH:3]=[CH:4][C:5]([NH:12][S:13]([C:16]2[CH:21]=[CH:20][C:19]([CH3:22])=[CH:18][CH:17]=2)(=[O:15])=[O:14])=[C:6]([CH:11]=1)[C:7]([O:9][CH3:10])=[O:8].F[C:24]1[CH:25]=[CH:26][C:27]([N+:34]([O-:36])=[O:35])=[C:28]([NH:30][CH2:31][CH2:32][CH3:33])[CH:29]=1.C(=O)([O-])[O-].[K+].[K+], predict the reaction product. The product is: [CH3:10][O:9][C:7](=[O:8])[C:6]1[CH:11]=[C:2]([O:1][C:24]2[CH:25]=[CH:26][C:27]([N+:34]([O-:36])=[O:35])=[C:28]([NH:30][CH2:31][CH2:32][CH3:33])[CH:29]=2)[CH:3]=[CH:4][C:5]=1[NH:12][S:13]([C:16]1[CH:21]=[CH:20][C:19]([CH3:22])=[CH:18][CH:17]=1)(=[O:15])=[O:14]. (2) Given the reactants [CH3:1][O:2][C:3]([C@@H:5]1[CH2:9][C@@H:8]([S:10]([C:13]2[CH:18]=[CH:17][CH:16]=[CH:15][C:14]=2[Cl:19])(=[O:12])=[O:11])[CH2:7][NH:6]1)=[O:4].[Cl:20][C:21]1[N:25]=[C:24](Cl)[S:23][N:22]=1, predict the reaction product. The product is: [CH3:1][O:2][C:3]([C@@H:5]1[CH2:9][C@@H:8]([S:10]([C:13]2[CH:18]=[CH:17][CH:16]=[CH:15][C:14]=2[Cl:19])(=[O:11])=[O:12])[CH2:7][N:6]1[C:24]1[S:23][N:22]=[C:21]([Cl:20])[N:25]=1)=[O:4]. (3) Given the reactants [CH3:1][O:2][C:3]1[C:4]([CH2:12][N:13]([CH3:15])[CH3:14])=[C:5]2[C:9](=[CH:10][CH:11]=1)[NH:8][CH:7]=[CH:6]2.CN(C=O)C.[F:21][C:22]1[CH:27]=[CH:26][CH:25]=[C:24]([F:28])[C:23]=1[S:29](Cl)(=[O:31])=[O:30], predict the reaction product. The product is: [F:21][C:22]1[CH:27]=[CH:26][CH:25]=[C:24]([F:28])[C:23]=1[S:29]([N:8]1[C:9]2[C:5](=[C:4]([CH2:12][N:13]([CH3:14])[CH3:15])[C:3]([O:2][CH3:1])=[CH:11][CH:10]=2)[CH:6]=[CH:7]1)(=[O:31])=[O:30]. (4) Given the reactants [N+:1]([C:4]1[CH:8]=[CH:7][NH:6][N:5]=1)([O-:3])=[O:2].[CH3:9][C:10]1([CH3:27])[O:14][C@H:13]([CH2:15]OS(C2C=CC(C)=CC=2)(=O)=O)[CH2:12][O:11]1.C(=O)([O-])[O-].[K+].[K+], predict the reaction product. The product is: [CH3:9][C:10]1([CH3:27])[O:14][C@H:13]([CH2:15][N:6]2[CH:7]=[CH:8][C:4]([N+:1]([O-:3])=[O:2])=[N:5]2)[CH2:12][O:11]1. (5) Given the reactants [CH3:1][C:2]1[CH:7]=[CH:6][C:5]([S:8]([O:11][CH2:12][CH:13]2[CH2:17][C:16]3[CH:18]=[CH:19][CH:20]=[C:21](Br)[C:15]=3[O:14]2)(=[O:10])=[O:9])=[CH:4][CH:3]=1.[CH3:23][O:24][C:25]1[CH:30]=[C:29]([O:31][CH3:32])[CH:28]=[CH:27][C:26]=1B(O)O.C(=O)([O-])[O-].[K+].[K+], predict the reaction product. The product is: [CH3:1][C:2]1[CH:7]=[CH:6][C:5]([S:8]([O:11][CH2:12][CH:13]2[CH2:17][C:16]3[CH:18]=[CH:19][CH:20]=[C:21]([C:28]4[CH:27]=[CH:26][C:25]([O:24][CH3:23])=[CH:30][C:29]=4[O:31][CH3:32])[C:15]=3[O:14]2)(=[O:10])=[O:9])=[CH:4][CH:3]=1. (6) Given the reactants [Br:1][C:2]1[C:3]([CH3:11])=[C:4]([CH:8]=[CH:9][CH:10]=1)[C:5]([OH:7])=[O:6].OS(O)(=O)=O.[CH3:17]O, predict the reaction product. The product is: [Br:1][C:2]1[C:3]([CH3:11])=[C:4]([CH:8]=[CH:9][CH:10]=1)[C:5]([O:7][CH3:17])=[O:6]. (7) Given the reactants [CH3:1][C@H:2]1[CH2:6][O:5][C:4](/[CH:7]=[C:8](\[CH3:25])/[CH2:9][CH2:10]/[CH:11]=[C:12](\[CH3:24])/[CH2:13][CH2:14]/[CH:15]=[C:16](\[CH3:23])/[CH2:17][CH2:18][CH:19]=[C:20]([CH3:22])[CH3:21])=[N:3]1.[CH2:40]([CH2:39]/C(/C)=C/[CH2:39][CH2:40]/[C:41](/C)=[CH:42]/[CH2:43][C:44](Cl)=O)/[CH:41]=[C:42](/[CH2:43][CH2:44]C=C(C)C)\C, predict the reaction product. The product is: [CH2:1]([C@H:2]1[CH2:6][O:5][C:4](/[CH:7]=[C:8](\[CH3:25])/[CH2:9][CH2:10]/[CH:11]=[C:12](\[CH3:24])/[CH2:13][CH2:14]/[CH:15]=[C:16](\[CH3:23])/[CH2:17][CH2:18][CH:19]=[C:20]([CH3:22])[CH3:21])=[N:3]1)[C:39]1[CH:40]=[CH:41][CH:42]=[CH:43][CH:44]=1.